Dataset: Catalyst prediction with 721,799 reactions and 888 catalyst types from USPTO. Task: Predict which catalyst facilitates the given reaction. (1) The catalyst class is: 9. Reactant: [NH2:1][C:2]1[N:7]=[C:6]([NH2:8])[C:5]([CH2:9][C:10]2[CH:20]=[C:19]([O:21][CH3:22])[C:13]([O:14][CH2:15][C:16](O)=[O:17])=[C:12]([O:23][CH3:24])[CH:11]=2)=[CH:4][N:3]=1.C(N=C=N[CH2:30][CH2:31][CH2:32][N:33](C)C)C.C([N:38]([CH2:41][CH3:42])CC)C.O(C(OC(C)(C)C)=O)[C:44](OC(C)(C)C)=O. Product: [NH2:38][CH2:41][CH2:42][CH2:44][CH2:30][CH2:31][CH2:32][NH:33][C:16](=[O:17])[CH2:15][O:14][C:13]1[C:19]([O:21][CH3:22])=[CH:20][C:10]([CH2:9][C:5]2[C:6]([NH2:8])=[N:7][C:2]([NH2:1])=[N:3][CH:4]=2)=[CH:11][C:12]=1[O:23][CH3:24]. (2) Product: [CH3:24][C:11](=[CH:17][CH2:18][CH2:19][CH2:20][CH2:21][CH3:22])[C:12]([O:14][CH2:15][CH3:16])=[O:13]. Reactant: [H-].[Na+].C(OP([CH2:11][C:12]([O:14][CH2:15][CH3:16])=[O:13])(OCC)=O)C.[CH2:17](O)[CH2:18][CH2:19][CH2:20][CH2:21][CH3:22].[CH3:24]CCCCC. The catalyst class is: 7. (3) Reactant: O.[CH:2]1[C:7]2[C:8]([N:17]3[CH2:22][CH2:21][N:20]([CH2:23][CH2:24][O:25][CH2:26][CH2:27][OH:28])[CH2:19][CH2:18]3)=[N:9][C:10]3[CH:16]=[CH:15][CH:14]=[CH:13][C:11]=3[S:12][C:6]=2[CH:5]=[CH:4][CH:3]=1.[C:29]([OH:36])(=[O:35])/[CH:30]=[CH:31]/[C:32]([OH:34])=[O:33]. Product: [CH:3]1[CH:4]=[CH:5][C:6]2[S:12][C:11]3[CH:13]=[CH:14][CH:15]=[CH:16][C:10]=3[N:9]=[C:8]([N:17]3[CH2:22][CH2:21][N:20]([CH2:23][CH2:24][O:25][CH2:26][CH2:27][OH:28])[CH2:19][CH2:18]3)[C:7]=2[CH:2]=1.[CH:30](/[C:29]([OH:36])=[O:35])=[CH:31]\[C:32]([OH:34])=[O:33]. The catalyst class is: 51. (4) Reactant: N#N.[CH3:3][C:4]1([C:9]2[S:10][CH:11]=[CH:12][CH:13]=2)[O:8][CH2:7][CH2:6][O:5]1.CN(C)CCN(C)C.[Li]CCCC.CN([CH:30]=[O:31])C. Product: [CH3:3][C:4]1([C:9]2[S:10][C:11]([CH:30]=[O:31])=[CH:12][CH:13]=2)[O:5][CH2:6][CH2:7][O:8]1. The catalyst class is: 1. (5) Reactant: C([Li])CCC.[Cl:6][C:7]1[CH:23]=[CH:22][C:10]([C:11]([NH:13][C:14]2[CH:19]=[CH:18][C:17]([Cl:20])=[CH:16][C:15]=2[CH3:21])=O)=[CH:9][CH:8]=1.Cl. Product: [Cl:20][C:17]1[CH:16]=[C:15]2[C:14](=[CH:19][CH:18]=1)[NH:13][C:11]([C:10]1[CH:22]=[CH:23][C:7]([Cl:6])=[CH:8][CH:9]=1)=[CH:21]2. The catalyst class is: 7.